From a dataset of Full USPTO retrosynthesis dataset with 1.9M reactions from patents (1976-2016). Predict the reactants needed to synthesize the given product. (1) Given the product [F:45][C:40]1([C:42]([N:9]2[C@H:6]3[CH2:7][CH2:8][C@@H:2]2[CH2:3][N:4]([C:10]2[CH:15]=[CH:14][N:13]=[C:12]([NH:16][C:17]4[CH:18]=[N:19][N:20]([CH3:22])[CH:21]=4)[N:11]=2)[CH2:5]3)=[O:43])[CH2:41][CH2:39]1, predict the reactants needed to synthesize it. The reactants are: Cl.[C@@H:2]12[NH:9][C@@H:6]([CH2:7][CH2:8]1)[CH2:5][N:4]([C:10]1[CH:15]=[CH:14][N:13]=[C:12]([NH:16][C:17]3[CH:18]=[N:19][N:20]([CH3:22])[CH:21]=3)[N:11]=1)[CH2:3]2.CCN(C(C)C)C(C)C.ClC1C=CC([CH:39]2[CH2:41][C:40]2([F:45])[C:42]([O-])=[O:43])=CC=1. (2) Given the product [CH2:4]([CH:3]([CH2:6][CH3:7])[CH2:2][NH:8][CH2:9][CH2:10][CH2:11][CH2:12][OH:13])[CH3:5], predict the reactants needed to synthesize it. The reactants are: Br[CH2:2][CH:3]([CH2:6][CH3:7])[CH2:4][CH3:5].[NH2:8][CH2:9][CH2:10][CH2:11][CH2:12][OH:13]. (3) Given the product [Cl:2][CH2:3][CH2:4][CH2:5][NH:6][C:13](=[O:15])[O:16][C:9]1[CH:8]=[CH:7][CH:12]=[CH:11][CH:10]=1, predict the reactants needed to synthesize it. The reactants are: Cl.[Cl:2][CH2:3][CH2:4][CH2:5][NH2:6].[CH3:7][CH2:8][CH2:9][CH2:10][CH2:11][CH3:12].[C:13]([O:16]CC)(=[O:15])C. (4) The reactants are: [N+:1]([C:4]1[CH:5]=[C:6]([C:10]([O:12][CH3:13])=[O:11])[S:7][C:8]=1[CH3:9])([O-:3])=[O:2].CO[CH:16](OC)[N:17]([CH3:19])[CH3:18]. Given the product [CH3:16][N:17]([CH3:19])/[CH:18]=[CH:9]/[C:8]1[S:7][C:6]([C:10]([O:12][CH3:13])=[O:11])=[CH:5][C:4]=1[N+:1]([O-:3])=[O:2], predict the reactants needed to synthesize it. (5) The reactants are: [C:1]1([CH:7]([C:9]2[CH:10]=[N:11][C:12]([C:15]3[CH:20]=[CH:19][CH:18]=[CH:17][CH:16]=3)=[CH:13][CH:14]=2)O)[CH:6]=[CH:5][CH:4]=[CH:3][CH:2]=1.[CH:21]1[N:25]=[CH:24][N:23](C([N:23]2[CH:24]=[N:25][CH:21]=[CH:22]2)=O)[CH:22]=1. Given the product [N:23]1([CH:7]([C:1]2[CH:6]=[CH:5][CH:4]=[CH:3][CH:2]=2)[C:9]2[CH:14]=[CH:13][C:12]([C:15]3[CH:20]=[CH:19][CH:18]=[CH:17][CH:16]=3)=[N:11][CH:10]=2)[CH:22]=[CH:21][N:25]=[CH:24]1, predict the reactants needed to synthesize it. (6) Given the product [CH2:1]([C:3]1[CH:8]=[C:7]([CH3:9])[CH:6]=[C:5]([CH2:10][CH3:11])[C:4]=1[C:12]1[C:13](=[O:28])[N:14]([CH3:27])[N:15]=[C:16]([O:26][CH2:31][O:32][CH3:33])[C:17]=1[O:18][CH2:19][C:20]1[CH:25]=[CH:24][CH:23]=[CH:22][CH:21]=1)[CH3:2], predict the reactants needed to synthesize it. The reactants are: [CH2:1]([C:3]1[CH:8]=[C:7]([CH3:9])[CH:6]=[C:5]([CH2:10][CH3:11])[C:4]=1[C:12]1[C:13](=[O:28])[N:14]([CH3:27])[N:15]=[C:16]([OH:26])[C:17]=1[O:18][CH2:19][C:20]1[CH:25]=[CH:24][CH:23]=[CH:22][CH:21]=1)[CH3:2].[H-].[Na+].[CH3:31][O:32][CH2:33]Cl. (7) Given the product [Cl:21][C:5]1[CH:4]=[N:3][N:2]([CH3:1])[C:6]=1[C:7]1[CH:8]=[CH:9][CH:10]=[C:11]2[C:16]=1[CH:15]=[C:14]([C:17]([O:19][CH3:20])=[O:18])[CH:13]=[CH:12]2, predict the reactants needed to synthesize it. The reactants are: [CH3:1][N:2]1[C:6]([C:7]2[CH:8]=[CH:9][CH:10]=[C:11]3[C:16]=2[CH:15]=[C:14]([C:17]([O:19][CH3:20])=[O:18])[CH:13]=[CH:12]3)=[CH:5][CH:4]=[N:3]1.[Cl:21]N1C(=O)CCC1=O.C(O)(=O)C.